From a dataset of Retrosynthesis with 50K atom-mapped reactions and 10 reaction types from USPTO. Predict the reactants needed to synthesize the given product. (1) Given the product C#Cc1ccc(OCc2cccc(F)c2)cc1, predict the reactants needed to synthesize it. The reactants are: C[Si](C)(C)C#Cc1ccc(OCc2cccc(F)c2)cc1. (2) Given the product CC#CCOc1cc(C(O)c2ccccc2)ncn1, predict the reactants needed to synthesize it. The reactants are: CC#CCOc1cc(C(=O)c2ccccc2)ncn1. (3) Given the product C[C@@H](NC(=O)C1(NC(=O)OC(C)(C)C)CCC(=O)CC1)c1ccc(F)cc1, predict the reactants needed to synthesize it. The reactants are: CC(C)(C)OC(=O)NC1(C(=O)O)CCC(=O)CC1.C[C@@H](N)c1ccc(F)cc1. (4) Given the product O=[N+]([O-])c1ccc(OCC(F)(F)F)nc1, predict the reactants needed to synthesize it. The reactants are: O=[N+]([O-])c1ccc(Cl)nc1.OCC(F)(F)F. (5) Given the product COC(=O)C1CCN(C(=O)N(C)C)CC1, predict the reactants needed to synthesize it. The reactants are: CN(C)C(=O)Cl.COC(=O)C1CCNCC1. (6) Given the product O=S(CCn1ccnn1)Cc1ccc(OCc2coc(/C=C/c3ccc(S(=O)C(F)(F)F)cc3)n2)cc1, predict the reactants needed to synthesize it. The reactants are: O=S(CCn1ccnn1)Cc1ccc(O)cc1.O=S(c1ccc(C=Cc2nc(CCl)co2)cc1)C(F)(F)F. (7) Given the product CC(C)Sc1cccc(C#N)n1, predict the reactants needed to synthesize it. The reactants are: CC(C)S.N#Cc1cccc(Cl)n1. (8) Given the product C[C@H](Nc1cc(Cl)nc(Cl)n1)c1ccc(F)cn1, predict the reactants needed to synthesize it. The reactants are: C[C@H](N)c1ccc(F)cn1.Clc1cc(Cl)nc(Cl)n1. (9) Given the product CCOC(=O)N1c2ccc(C(F)(F)F)cc2[C@H](NC(=O)OCc2ccccc2)C[C@@H]1CC, predict the reactants needed to synthesize it. The reactants are: CCOC(=O)Cl.CC[C@H]1C[C@@H](NC(=O)OCc2ccccc2)c2cc(C(F)(F)F)ccc2N1.